From a dataset of Forward reaction prediction with 1.9M reactions from USPTO patents (1976-2016). Predict the product of the given reaction. Given the reactants [N+:1]([C:4]1[CH:5]=[N:6][NH:7][CH:8]=1)([O-:3])=[O:2].I[CH:10]([CH3:12])[CH3:11].C(=O)([O-])[O-].[K+].[K+].O, predict the reaction product. The product is: [CH:10]([N:6]1[CH:5]=[C:4]([N+:1]([O-:3])=[O:2])[CH:8]=[N:7]1)([CH3:12])[CH3:11].